Dataset: Reaction yield outcomes from USPTO patents with 853,638 reactions. Task: Predict the reaction yield, written as a fraction of the theoretical maximum amount of product (1.0 means a 100% yield; for example, 0.34 means a 34% yield). (1) The reactants are [NH:1]1[CH:5]=[C:4]([C:6]2[CH:7]=[C:8]([NH:16][C:17](=[O:45])[CH2:18][C:19]3[CH:24]=[CH:23][C:22]([C:25]4[CH:26]=[N:27][C:28]([O:34]CC5C=CC(OC)=CC=5)=[C:29]([O:31][CH2:32][CH3:33])[CH:30]=4)=[CH:21][C:20]=3[F:44])[CH:9]=[C:10]([C:12]([F:15])([F:14])[F:13])[CH:11]=2)[CH:3]=[N:2]1.C(O)(C(F)(F)F)=O.C(Cl)[Cl:54]. No catalyst specified. The product is [ClH:54].[NH:1]1[CH:5]=[C:4]([C:6]2[CH:7]=[C:8]([NH:16][C:17](=[O:45])[CH2:18][C:19]3[CH:24]=[CH:23][C:22]([C:25]4[CH:30]=[C:29]([O:31][CH2:32][CH3:33])[C:28](=[O:34])[NH:27][CH:26]=4)=[CH:21][C:20]=3[F:44])[CH:9]=[C:10]([C:12]([F:15])([F:14])[F:13])[CH:11]=2)[CH:3]=[N:2]1. The yield is 0.159. (2) The reactants are [CH3:1][O:2][C:3]([C:5]1[C:9](B2OC(C)(C)C(C)(C)O2)=[CH:8][N:7]([CH2:19][C:20]2[CH:25]=[CH:24][C:23]([O:26][CH3:27])=[CH:22][CH:21]=2)[N:6]=1)=[O:4].[C:28]([O:32][C:33](=[O:44])[NH:34][C:35]1[S:36][C:37]([C:41](=[O:43])[CH3:42])=[C:38](Br)[N:39]=1)([CH3:31])([CH3:30])[CH3:29].[O-]P([O-])([O-])=O.[K+].[K+].[K+]. The catalyst is CN(C=O)C.O.Cl[Pd](Cl)([P](C1C=CC=CC=1)(C1C=CC=CC=1)C1C=CC=CC=1)[P](C1C=CC=CC=1)(C1C=CC=CC=1)C1C=CC=CC=1. The product is [CH3:1][O:2][C:3]([C:5]1[C:9]([C:38]2[N:39]=[C:35]([NH:34][C:33]([O:32][C:28]([CH3:31])([CH3:30])[CH3:29])=[O:44])[S:36][C:37]=2[C:41](=[O:43])[CH3:42])=[CH:8][N:7]([CH2:19][C:20]2[CH:21]=[CH:22][C:23]([O:26][CH3:27])=[CH:24][CH:25]=2)[N:6]=1)=[O:4]. The yield is 0.430. (3) The reactants are [CH:1]12[O:6][CH:5]1[CH2:4][N:3]([C:7]([O:9][C:10]([CH3:13])([CH3:12])[CH3:11])=[O:8])[CH2:2]2.[Cu][C:15]#N.C[Mg]Br.[Cl-].[NH4+]. The catalyst is O1CCCC1. The product is [OH:6][C@H:5]1[C@H:1]([CH3:15])[CH2:2][N:3]([C:7]([O:9][C:10]([CH3:13])([CH3:12])[CH3:11])=[O:8])[CH2:4]1. The yield is 0.590. (4) The reactants are C([O:14][C:15](=[O:76])[C@@H:16]([O:41]/[N:42]=[C:43](/[C:63]1[N:64]=[C:65]([NH:68]C(OC(C)(C)C)=O)[S:66][CH:67]=1)\[C:44]([NH:46][C@H:47]1[C@@H:50]([CH2:51][N:52]2[CH2:56][CH2:55][O:54][C:53]2=[O:57])[N:49]([S:58]([OH:61])(=[O:60])=[O:59])[C:48]1=[O:62])=[O:45])[CH2:17][O:18][C:19]1[CH:24]=[CH:23][C:22]([C:25](=[NH:40])[NH:26][CH:27]2[CH2:32][CH2:31][N:30](C(OC(C)(C)C)=O)[CH2:29][CH2:28]2)=[CH:21][CH:20]=1)(C1C=CC=CC=1)C1C=CC=CC=1.C(O)(C(F)(F)F)=O. The catalyst is C(Cl)Cl. The product is [NH2:68][C:65]1[S:66][CH:67]=[C:63](/[C:43](=[N:42]/[O:41][C@@H:16]([CH2:17][O:18][C:19]2[CH:24]=[CH:23][C:22]([C:25](=[NH:40])[NH:26][CH:27]3[CH2:32][CH2:31][NH:30][CH2:29][CH2:28]3)=[CH:21][CH:20]=2)[C:15]([OH:76])=[O:14])/[C:44](=[O:45])[NH:46][C@H:47]2[C@@H:50]([CH2:51][N:52]3[CH2:56][CH2:55][O:54][C:53]3=[O:57])[N:49]([S:58]([OH:61])(=[O:59])=[O:60])[C:48]2=[O:62])[N:64]=1. The yield is 0.280. (5) The reactants are [N+:1]([C:4]1[C:5]([NH2:11])=[C:6]([NH2:10])[CH:7]=[CH:8][CH:9]=1)([O-:3])=[O:2].[OH-].[K+].[CH3:14][C:15]([CH:17]=O)=O.O. The catalyst is C(O)C. The product is [CH3:17][C:15]1[CH:14]=[N:11][C:5]2[C:6](=[CH:7][CH:8]=[CH:9][C:4]=2[N+:1]([O-:3])=[O:2])[N:10]=1. The yield is 0.670. (6) The reactants are [F:1][C:2]1[CH:7]=[CH:6][C:5]([CH:8]([OH:25])[CH2:9][O:10][C:11]2[CH:24]=[CH:23][C:14]([CH2:15][CH:16]3[S:20][C:19](=[O:21])[NH:18][C:17]3=[O:22])=[CH:13][CH:12]=2)=[CH:4][CH:3]=1.CS(C)=O.O=P12OP3(OP(OP(O3)(O1)=O)(=O)O2)=O.C(N(CC)CC)C. The catalyst is C(Cl)Cl. The product is [F:1][C:2]1[CH:3]=[CH:4][C:5]([C:8](=[O:25])[CH2:9][O:10][C:11]2[CH:24]=[CH:23][C:14]([CH2:15][CH:16]3[S:20][C:19](=[O:21])[NH:18][C:17]3=[O:22])=[CH:13][CH:12]=2)=[CH:6][CH:7]=1. The yield is 0.480. (7) The reactants are [CH2:1]([NH:3][CH:4]1[CH2:9][CH2:8][C:7]([C:10]2[C:18]3[C:13](=[CH:14][CH:15]=[C:16]([N+:19]([O-:21])=[O:20])[CH:17]=3)[NH:12][CH:11]=2)=[CH:6][CH2:5]1)[CH3:2].CCN(CC)CC.[CH3:29][C:30]([O:33][C:34](O[C:34]([O:33][C:30]([CH3:32])([CH3:31])[CH3:29])=[O:35])=[O:35])([CH3:32])[CH3:31]. The catalyst is O1CCOCC1. The product is [CH2:1]([N:3]([CH:4]1[CH2:9][CH2:8][C:7]([C:10]2[C:18]3[C:13](=[CH:14][CH:15]=[C:16]([N+:19]([O-:21])=[O:20])[CH:17]=3)[NH:12][CH:11]=2)=[CH:6][CH2:5]1)[C:34](=[O:35])[O:33][C:30]([CH3:32])([CH3:31])[CH3:29])[CH3:2]. The yield is 0.780. (8) The reactants are COC[O:4][CH2:5][CH2:6][CH2:7][C:8]1[C:9]([CH:13]([CH3:15])[CH3:14])=[N:10][NH:11][CH:12]=1.Cl[C:17]1[N:22]=[CH:21][C:20]([C:23]#[N:24])=[CH:19][CH:18]=1.[H-].[Na+].[H][H]. The catalyst is O.CN(C)C=O. The product is [OH:4][CH2:5][CH2:6][CH2:7][C:8]1[C:9]([CH:13]([CH3:15])[CH3:14])=[N:10][N:11]([C:17]2[N:22]=[CH:21][C:20]([C:23]#[N:24])=[CH:19][CH:18]=2)[CH:12]=1. The yield is 0.900. (9) The reactants are [Cl:1][C:2]1[CH:7]=[C:6]([O:8][CH:9]2[CH2:13][CH2:12][CH2:11][CH2:10]2)[N+:5]([O-])=[C:4]2[CH2:15][CH2:16][CH2:17][C:3]=12.P(Cl)(Cl)Cl. The catalyst is C(Cl)Cl. The product is [Cl:1][C:2]1[CH:7]=[C:6]([O:8][CH:9]2[CH2:13][CH2:12][CH2:11][CH2:10]2)[N:5]=[C:4]2[CH2:15][CH2:16][CH2:17][C:3]=12. The yield is 0.250.